The task is: Predict the reactants needed to synthesize the given product.. This data is from Full USPTO retrosynthesis dataset with 1.9M reactions from patents (1976-2016). (1) Given the product [Cl:1][C:2]1[CH:3]=[CH:4][C:5]([C:32]#[N:33])=[C:6]([C:8]2[C:13]([O:14][CH3:15])=[CH:12][N:11]([CH:16]([CH2:24][CH:25]3[CH2:28][C:27]([F:30])([F:29])[CH2:26]3)[C:17]([OH:19])=[O:18])[C:10](=[O:31])[CH:9]=2)[CH:7]=1, predict the reactants needed to synthesize it. The reactants are: [Cl:1][C:2]1[CH:3]=[CH:4][C:5]([C:32]#[N:33])=[C:6]([C:8]2[C:13]([O:14][CH3:15])=[CH:12][N:11]([CH:16]([CH2:24][CH:25]3[CH2:28][C:27]([F:30])([F:29])[CH2:26]3)[C:17]([O:19]C(C)(C)C)=[O:18])[C:10](=[O:31])[CH:9]=2)[CH:7]=1.C(O)(C(F)(F)F)=O. (2) Given the product [CH:53]1[CH:54]=[CH:55][C:50]([NH:49][C:46]([C:47]2[CH:42]=[CH:43][CH:44]=[N:45][C:79]=2[Cl:86])=[O:109])=[C:51]([C:104]2[CH:103]=[CH:102][C:101]([Cl:107])=[CH:100][CH:105]=2)[CH:52]=1, predict the reactants needed to synthesize it. The reactants are: CCCCSC(SCC1C=CC(C(C)(C)C)=CC=1)=NC1C=CC=NC=1.C1C=C[N+]([O-])=C(SSC2C=CC=C[N+]=2[O-])C=1.[CH:42]1[C:47](Cl)=[C:46]([NH:49][C:50]2[C:55]([N+]([O-])=O)=[C:54](Cl)[C:53](C(F)(F)F)=[CH:52][C:51]=2[N+]([O-])=O)[N:45]=[CH:44][C:43]=1C(F)(F)F.C1C=CC(C2C(C#N)=C(Cl)N=[C:79]([Cl:86])C=2C#N)=CC=1.CO/N=C(/[C:100]1[CH:105]=[CH:104][C:103](Cl)=[CH:102][C:101]=1[Cl:107])\CC1C=CC=NC=1.C[O:109]C1C=C(C(Cl)(Cl)Cl)C=C(Cl)N=1.C1C=C(COC2C=C(C(Cl)(Cl)Cl)C=C(Cl)N=2)OC=1. (3) Given the product [CH:1]1([C:4]([C:6]2[CH:7]=[C:8]([CH:30]=[CH:31][CH:32]=2)[O:9][CH:10]2[CH2:15][N:14]([C:16]([C:18]3[CH:23]=[CH:22][CH:21]=[CH:20][C:19]=3[N:24]3[N:25]=[CH:26][CH:27]=[N:28]3)=[O:17])[CH:13]([CH3:29])[CH2:12][CH2:11]2)=[O:5])[CH2:3][CH2:33][CH2:2]1, predict the reactants needed to synthesize it. The reactants are: [CH:1]1([C:4]([C:6]2[CH:7]=[C:8]([CH:30]=[CH:31][CH:32]=2)[O:9][CH:10]2[CH2:15][N:14]([C:16]([C:18]3[CH:23]=[CH:22][CH:21]=[CH:20][C:19]=3[N:24]3[N:28]=[CH:27][CH:26]=[N:25]3)=[O:17])[CH:13]([CH3:29])[CH2:12][CH2:11]2)=[O:5])[CH2:3][CH2:2]1.[CH:33]1([Mg]Br)CC1.